From a dataset of NCI-60 drug combinations with 297,098 pairs across 59 cell lines. Regression. Given two drug SMILES strings and cell line genomic features, predict the synergy score measuring deviation from expected non-interaction effect. (1) Drug 1: C1=C(C(=O)NC(=O)N1)N(CCCl)CCCl. Drug 2: C1CN1P(=S)(N2CC2)N3CC3. Cell line: HOP-92. Synergy scores: CSS=23.6, Synergy_ZIP=-6.70, Synergy_Bliss=-8.78, Synergy_Loewe=-7.07, Synergy_HSA=-5.68. (2) Synergy scores: CSS=14.3, Synergy_ZIP=2.76, Synergy_Bliss=3.91, Synergy_Loewe=2.90, Synergy_HSA=2.46. Drug 2: CCCCCOC(=O)NC1=NC(=O)N(C=C1F)C2C(C(C(O2)C)O)O. Cell line: HCC-2998. Drug 1: C1CC(=O)NC(=O)C1N2CC3=C(C2=O)C=CC=C3N. (3) Drug 1: C1C(C(OC1N2C=NC3=C(N=C(N=C32)Cl)N)CO)O. Drug 2: CC(C)NC(=O)C1=CC=C(C=C1)CNNC.Cl. Cell line: HS 578T. Synergy scores: CSS=0.0200, Synergy_ZIP=-1.83, Synergy_Bliss=-2.42, Synergy_Loewe=-9.55, Synergy_HSA=-4.55. (4) Drug 1: CC1=CC=C(C=C1)C2=CC(=NN2C3=CC=C(C=C3)S(=O)(=O)N)C(F)(F)F. Drug 2: CC1C(C(CC(O1)OC2CC(CC3=C2C(=C4C(=C3O)C(=O)C5=C(C4=O)C(=CC=C5)OC)O)(C(=O)CO)O)N)O.Cl. Cell line: OVCAR-5. Synergy scores: CSS=24.5, Synergy_ZIP=-0.259, Synergy_Bliss=1.65, Synergy_Loewe=-7.80, Synergy_HSA=1.53. (5) Drug 1: C1CCC(CC1)NC(=O)N(CCCl)N=O. Drug 2: CC1=C(C(CCC1)(C)C)C=CC(=CC=CC(=CC(=O)O)C)C. Cell line: U251. Synergy scores: CSS=20.2, Synergy_ZIP=-6.25, Synergy_Bliss=-0.368, Synergy_Loewe=-5.94, Synergy_HSA=-5.34. (6) Drug 1: CCCCC(=O)OCC(=O)C1(CC(C2=C(C1)C(=C3C(=C2O)C(=O)C4=C(C3=O)C=CC=C4OC)O)OC5CC(C(C(O5)C)O)NC(=O)C(F)(F)F)O. Drug 2: C(CN)CNCCSP(=O)(O)O. Cell line: K-562. Synergy scores: CSS=59.4, Synergy_ZIP=6.68, Synergy_Bliss=2.22, Synergy_Loewe=-26.3, Synergy_HSA=1.69.